The task is: Predict the reactants needed to synthesize the given product.. This data is from Full USPTO retrosynthesis dataset with 1.9M reactions from patents (1976-2016). (1) Given the product [CH3:40][O:39][C:7]1[CH:6]=[CH:5][C:4]([NH:8][C:9]2[N:20]=[CH:19][CH:18]=[CH:17][C:10]=2[C:11]([NH:13][CH2:14][C:15]2[N:23]=[N:22][N:21]([CH2:24][C:25]3[CH:30]=[CH:29][CH:28]=[C:27]([O:31][C:32]4[CH:37]=[CH:36][CH:35]=[CH:34][CH:33]=4)[CH:26]=3)[CH:16]=2)=[O:12])=[CH:3][CH:2]=1, predict the reactants needed to synthesize it. The reactants are: F[C:2]1[CH:3]=[C:4]([NH:8][C:9]2[N:20]=[CH:19][CH:18]=[CH:17][C:10]=2[C:11]([NH:13][CH2:14][C:15]#[CH:16])=[O:12])[CH:5]=[CH:6][CH:7]=1.[N:21]([CH2:24][C:25]1[CH:30]=[CH:29][CH:28]=[C:27]([O:31][C:32]2[CH:37]=[CH:36][CH:35]=[CH:34][CH:33]=2)[CH:26]=1)=[N+:22]=[N-:23].O.[O:39]=[C:40]1O[C@H]([C@H](CO)O)C([O-])=C1O.[Na+]. (2) Given the product [CH:9]([C:7]1[C:6]2[CH:12]=[CH:13][CH:14]=[CH:15][C:5]=2[NH:4][C:3](=[O:16])[CH:2]([NH:1][C:25]([NH:24][C:20]2[CH:21]=[CH:22][CH:23]=[C:18]([CH3:17])[CH:19]=2)=[O:26])[N:8]=1)([CH3:11])[CH3:10], predict the reactants needed to synthesize it. The reactants are: [NH2:1][CH:2]1[N:8]=[C:7]([CH:9]([CH3:11])[CH3:10])[C:6]2[CH:12]=[CH:13][CH:14]=[CH:15][C:5]=2[NH:4][C:3]1=[O:16].[CH3:17][C:18]1[CH:19]=[C:20]([N:24]=[C:25]=[O:26])[CH:21]=[CH:22][CH:23]=1. (3) Given the product [S:8]1[CH:9]=[CH:10][C:6]2[CH:5]=[CH:4][CH:3]=[C:2]([C:14]3[CH:15]=[CH:16][N:11]=[CH:12][CH:13]=3)[C:7]1=2, predict the reactants needed to synthesize it. The reactants are: Br[C:2]1[C:7]2[S:8][CH:9]=[CH:10][C:6]=2[CH:5]=[CH:4][CH:3]=1.[N:11]1[CH:16]=[CH:15][C:14](B(O)O)=[CH:13][CH:12]=1.[O-]P([O-])([O-])=O.[K+].[K+].[K+].C(Cl)Cl.